Predict the reaction yield, written as a fraction of the theoretical maximum amount of product (1.0 means a 100% yield; for example, 0.34 means a 34% yield). From a dataset of Reaction yield outcomes from USPTO patents with 853,638 reactions. (1) The reactants are [N+:1]([C:4]1[CH:9]=[CH:8][C:7]([CH:10]2[CH2:12][O:11]2)=[CH:6][CH:5]=1)([O-:3])=[O:2].[CH2:13]([CH2:15][NH2:16])[OH:14]. No catalyst specified. The product is [OH:14][CH2:13][CH2:15][NH:16][CH2:12][CH:10]([C:7]1[CH:8]=[CH:9][C:4]([N+:1]([O-:3])=[O:2])=[CH:5][CH:6]=1)[OH:11]. The yield is 0.600. (2) The reactants are [Cl-].O[NH3+:3].[C:4](=[O:7])([O-])[OH:5].[Na+].CS(C)=O.[F:13][C:14]1[CH:15]=[C:16]([N:22]2[C:27](=[O:28])[C:26]([CH2:29][C:30]3[CH:35]=[CH:34][C:33]([C:36]4[C:37]([C:42]#[N:43])=[CH:38][CH:39]=[CH:40][CH:41]=4)=[CH:32][CH:31]=3)=[C:25]([CH2:44][CH2:45][CH3:46])[N:24]=[C:23]2[CH3:47])[CH:17]=[CH:18][C:19]=1[O:20][CH3:21]. The catalyst is O.C(OCC)(=O)C. The product is [F:13][C:14]1[CH:15]=[C:16]([N:22]2[C:27](=[O:28])[C:26]([CH2:29][C:30]3[CH:35]=[CH:34][C:33]([C:36]4[CH:41]=[CH:40][CH:39]=[CH:38][C:37]=4[C:42]4[NH:3][C:4](=[O:7])[O:5][N:43]=4)=[CH:32][CH:31]=3)=[C:25]([CH2:44][CH2:45][CH3:46])[N:24]=[C:23]2[CH3:47])[CH:17]=[CH:18][C:19]=1[O:20][CH3:21]. The yield is 0.740.